Task: Predict the reactants needed to synthesize the given product.. Dataset: Full USPTO retrosynthesis dataset with 1.9M reactions from patents (1976-2016) (1) Given the product [F:1][C:2]1[C:3]([F:12])=[CH:4][C:5]2[S:9][C:8]([S:10][CH3:13])=[N:7][C:6]=2[CH:11]=1, predict the reactants needed to synthesize it. The reactants are: [F:1][C:2]1[C:3]([F:12])=[CH:4][C:5]2[S:9][C:8]([SH:10])=[N:7][C:6]=2[CH:11]=1.[C:13](=O)([O-])[O-].[K+].[K+].IC. (2) The reactants are: [CH2:1]([N:8]1[C:16]([C:17]2[CH:18]=[C:19]([OH:23])[CH:20]=[CH:21][CH:22]=2)=[C:15]2[C:10]([C:11]([C:24]([F:27])([F:26])[F:25])=[CH:12][CH:13]=[CH:14]2)=[N:9]1)[C:2]1[CH:7]=[CH:6][CH:5]=[CH:4][CH:3]=1.C[O:29][C:30]([C:32]1([C:37]2[CH:42]=[CH:41][C:40]([CH2:43]Br)=[CH:39][CH:38]=2)[CH2:36][CH2:35][CH2:34][CH2:33]1)=[O:31].C(=O)([O-])[O-].[K+].[K+].C1(C)C=CC(C2(C(O)=O)CCCC2)=CC=1.S(=O)(=O)(O)O.C1C(=O)N(Br)C(=O)C1.C(OOC(=O)C1C=CC=CC=1)(=O)C1C=CC=CC=1.[Li+].[OH-]. Given the product [CH2:1]([N:8]1[C:16]([C:17]2[CH:18]=[C:19]([CH:20]=[CH:21][CH:22]=2)[O:23][CH2:43][C:40]2[CH:39]=[CH:38][C:37]([C:32]3([C:30]([OH:31])=[O:29])[CH2:36][CH2:35][CH2:34][CH2:33]3)=[CH:42][CH:41]=2)=[C:15]2[C:10]([C:11]([C:24]([F:27])([F:25])[F:26])=[CH:12][CH:13]=[CH:14]2)=[N:9]1)[C:2]1[CH:7]=[CH:6][CH:5]=[CH:4][CH:3]=1, predict the reactants needed to synthesize it. (3) Given the product [Cl:11][C:5]1[C:4]([CH2:1][CH:2]=[O:12])=[C:9]([Cl:10])[N:8]=[CH:7][N:6]=1, predict the reactants needed to synthesize it. The reactants are: [CH2:1]([C:4]1[C:5]([Cl:11])=[N:6][CH:7]=[N:8][C:9]=1[Cl:10])[CH:2]=C.[O:12]=[O+][O-]. (4) Given the product [CH2:9]=[C:10]([C@@H:13]1[C@:21]2([CH3:22])[C@H:16]([C:17](=[O:23])[CH2:18][CH2:19][CH2:20]2)[CH2:15][CH2:14]1)[CH2:11][CH3:12], predict the reactants needed to synthesize it. The reactants are: C[N+]1([O-])CCOCC1.[CH2:9]=[C:10]([C@@H:13]1[C@:21]2([CH3:22])[C@H:16]([C@@H:17]([OH:23])[CH2:18][CH2:19][CH2:20]2)[CH2:15][CH2:14]1)[CH2:11][CH3:12]. (5) Given the product [CH2:2]([C:5]1[NH:9][C:8]([C:10]([O:12][CH2:13][CH3:14])=[O:11])=[C:7]([C:15]([O:17][CH2:18][CH3:19])=[O:16])[N:6]=1)[CH2:3][CH3:4], predict the reactants needed to synthesize it. The reactants are: Cl.[CH2:2]([C:5]1[NH:6][C:7]([C:15]([O:17][CH2:18][CH3:19])=[O:16])=[C:8]([C:10]([O:12][CH2:13][CH3:14])=[O:11])[N:9]=1)[CH2:3][CH3:4].[Cl-].[Na+].[OH-].[Na+]. (6) Given the product [I:15][C:3]1[C:4]([NH:9][CH:10]2[CH2:14][CH2:13][O:12][CH2:11]2)=[N:5][C:6]([NH2:8])=[N:7][C:2]=1[CH3:1], predict the reactants needed to synthesize it. The reactants are: [CH3:1][C:2]1[N:7]=[C:6]([NH2:8])[N:5]=[C:4]([NH:9][CH:10]2[CH2:14][CH2:13][O:12][CH2:11]2)[CH:3]=1.[I:15]Cl.S([O-])([O-])(=O)=S.[Na+].[Na+].